Predict the reaction yield, written as a fraction of the theoretical maximum amount of product (1.0 means a 100% yield; for example, 0.34 means a 34% yield). From a dataset of Reaction yield outcomes from USPTO patents with 853,638 reactions. (1) The reactants are [Br:1][C:2]1[C:11]2[C:6](=[CH:7][CH:8]=[C:9]([O:12][CH3:13])[N:10]=2)[N:5]=[CH:4][C:3]=1[NH2:14].[F:15][B-:16]([F:19])([F:18])[F:17].[N:20]#[O+]. The catalyst is C1COCC1. The product is [F:15][B-:16]([F:19])([F:18])[F:17].[Br:1][C:2]1[C:11]2[C:6](=[CH:7][CH:8]=[C:9]([O:12][CH3:13])[N:10]=2)[N:5]=[CH:4][C:3]=1[N+:14]#[N:20]. The yield is 0.900. (2) The reactants are [F:1][C:2]1[CH:11]=[C:10]2[C:5]([C:6](=O)[CH2:7][C:8]([CH3:13])([CH3:12])[O:9]2)=[CH:4][CH:3]=1.C[Si](C#N)(C)C.[C:21]([O:24]CC)(=[O:23])C. The catalyst is Cl.[I-].[Zn+2].[I-]. The product is [F:1][C:2]1[CH:11]=[C:10]2[C:5]([CH:6]([C:21]([OH:24])=[O:23])[CH2:7][C:8]([CH3:13])([CH3:12])[O:9]2)=[CH:4][CH:3]=1. The yield is 0.242.